From a dataset of Forward reaction prediction with 1.9M reactions from USPTO patents (1976-2016). Predict the product of the given reaction. (1) Given the reactants [N+:1]([C:4]1[C:13]2[O:12][CH2:11][CH2:10][O:9][C:8]=2[CH:7]=[CH:6][C:5]=1C(O)=O)([O-:3])=[O:2].C1(P(N=[N+]=[N-])(C2C=CC=CC=2)=[O:24])C=CC=CC=1.C([N:36]([CH2:39]C)CC)C.[C:41]([OH:45])([CH3:44])([CH3:43])[CH3:42], predict the reaction product. The product is: [N+:1]([C:4]1[C:13]2[O:12][CH2:11][CH2:10][O:9][C:8]=2[CH:7]=[CH:6][C:5]=1[NH:36][C:39](=[O:24])[O:45][C:41]([CH3:44])([CH3:43])[CH3:42])([O-:3])=[O:2]. (2) Given the reactants O[CH2:2][C:3]1[N:4]=[CH:5][N:6]([CH2:8][CH2:9][CH3:10])[CH:7]=1.S(Cl)([Cl:13])=O, predict the reaction product. The product is: [ClH:13].[Cl:13][CH2:2][C:3]1[N:4]=[CH:5][N:6]([CH2:8][CH2:9][CH3:10])[CH:7]=1.